Dataset: Reaction yield outcomes from USPTO patents with 853,638 reactions. Task: Predict the reaction yield, written as a fraction of the theoretical maximum amount of product (1.0 means a 100% yield; for example, 0.34 means a 34% yield). (1) The catalyst is ClCCl.C(O)(C)(C)C. The product is [C:1]([O:5][C:6]([CH:7]1[CH:31]([C:27]2[CH:28]=[CH:29][CH:30]=[C:25]([Cl:24])[C:26]=2[F:43])[C:32]([C:35]2[CH:40]=[CH:39][C:38]([Cl:41])=[CH:37][C:36]=2[F:42])([C:33]#[N:34])[CH:9]([CH2:10][C:11]([CH3:22])([CH3:21])[CH2:12][O:13][Si:14]([C:17]([CH3:20])([CH3:19])[CH3:18])([CH3:16])[CH3:15])[NH:8]1)=[O:23])([CH3:3])([CH3:2])[CH3:4]. The yield is 6.10. The reactants are [C:1]([O:5][C:6](=[O:23])[CH2:7]/[N:8]=[CH:9]/[CH2:10][C:11]([CH3:22])([CH3:21])[CH2:12][O:13][Si:14]([C:17]([CH3:20])([CH3:19])[CH3:18])([CH3:16])[CH3:15])([CH3:4])([CH3:3])[CH3:2].[Cl:24][C:25]1[C:26]([F:43])=[C:27](/[CH:31]=[C:32](/[C:35]2[CH:40]=[CH:39][C:38]([Cl:41])=[CH:37][C:36]=2[F:42])\[C:33]#[N:34])[CH:28]=[CH:29][CH:30]=1.C(N(CC)CC)C.C1CCN2C(=NCCC2)CC1. (2) The reactants are C(O[C:4]([CH3:13])=[CH:5][C:6](=O)[C:7]([O:9][CH2:10][CH3:11])=[O:8])C.[C:14]([CH2:16][C:17]([NH2:19])=[O:18])#[N:15].C(=O)([O-])[O-].[K+].[K+].Cl. The catalyst is CC(C)=O. The product is [C:14]([C:16]1[C:17](=[O:18])[NH:19][C:6]([C:7]([O:9][CH2:10][CH3:11])=[O:8])=[CH:5][C:4]=1[CH3:13])#[N:15]. The yield is 0.657. (3) The reactants are [Br:1][C:2]1[CH:7]=[CH:6][C:5]([C@@H:8]([N:10]2[CH2:15][CH2:14][C@:13]([CH2:22][C:23]3([CH3:26])[CH2:25][O:24]3)([C:16]3[CH:21]=[CH:20][CH:19]=[CH:18][CH:17]=3)[NH:12][C:11]2=[O:27])[CH3:9])=[CH:4][CH:3]=1.[Li+].[B-](CC)(CC)CC.OO. The catalyst is O1CCCC1.O.C(OC)(C)(C)C. The product is [Br:1][C:2]1[CH:7]=[CH:6][C:5]([C@@H:8]([N:10]2[CH2:15][CH2:14][C@:13]([CH2:22][C:23]([OH:24])([CH3:25])[CH3:26])([C:16]3[CH:17]=[CH:18][CH:19]=[CH:20][CH:21]=3)[NH:12][C:11]2=[O:27])[CH3:9])=[CH:4][CH:3]=1. The yield is 0.820. (4) The reactants are [Cl:1][C:2]1[CH:3]=[C:4]2[C:8](=[CH:9][CH:10]=1)[NH:7][C:6]([C:11]([OH:13])=O)=[CH:5]2.[NH2:14][C@@H:15]1[CH2:23][C:22]2[C:17](=[CH:18][CH:19]=[CH:20][CH:21]=2)[C@@H:16]1[CH2:24][NH:25][C:26](=[O:32])[O:27][C:28]([CH3:31])([CH3:30])[CH3:29].CCN(C(C)C)C(C)C.C1C=CC2N(O)N=NC=2C=1.CCN=C=NCCCN(C)C. The catalyst is C(Cl)Cl. The product is [Cl:1][C:2]1[CH:3]=[C:4]2[C:8](=[CH:9][CH:10]=1)[NH:7][C:6]([C:11]([NH:14][C@@H:15]1[CH2:23][C:22]3[C:17](=[CH:18][CH:19]=[CH:20][CH:21]=3)[C@@H:16]1[CH2:24][NH:25][C:26](=[O:32])[O:27][C:28]([CH3:30])([CH3:29])[CH3:31])=[O:13])=[CH:5]2. The yield is 0.620. (5) The reactants are [Cl:1][C:2]1[CH:3]=[CH:4][C:5]2[N:6]([CH:8]=[C:9]([CH3:11])[N:10]=2)[N:7]=1.N12CN3CN(CN(C3)C1)C2.[C:22](O)(C(F)(F)F)=[O:23]. No catalyst specified. The product is [Cl:1][C:2]1[CH:3]=[CH:4][C:5]2[N:6]([C:8]([CH:22]=[O:23])=[C:9]([CH3:11])[N:10]=2)[N:7]=1. The yield is 0.230.